Task: Regression. Given two drug SMILES strings and cell line genomic features, predict the synergy score measuring deviation from expected non-interaction effect.. Dataset: NCI-60 drug combinations with 297,098 pairs across 59 cell lines (1) Drug 1: CC(C)CN1C=NC2=C1C3=CC=CC=C3N=C2N. Drug 2: C(CN)CNCCSP(=O)(O)O. Cell line: OVCAR-8. Synergy scores: CSS=-2.30, Synergy_ZIP=-0.358, Synergy_Bliss=-3.62, Synergy_Loewe=-4.90, Synergy_HSA=-4.53. (2) Drug 1: C(=O)(N)NO. Drug 2: C1CNP(=O)(OC1)N(CCCl)CCCl. Cell line: A498. Synergy scores: CSS=-3.90, Synergy_ZIP=0.0850, Synergy_Bliss=-4.28, Synergy_Loewe=-1.35, Synergy_HSA=-5.25. (3) Drug 1: CNC(=O)C1=NC=CC(=C1)OC2=CC=C(C=C2)NC(=O)NC3=CC(=C(C=C3)Cl)C(F)(F)F. Drug 2: CC1C(C(CC(O1)OC2CC(CC3=C2C(=C4C(=C3O)C(=O)C5=CC=CC=C5C4=O)O)(C(=O)C)O)N)O. Cell line: UACC62. Synergy scores: CSS=76.9, Synergy_ZIP=0.923, Synergy_Bliss=2.21, Synergy_Loewe=-3.34, Synergy_HSA=5.18. (4) Drug 1: CC1OCC2C(O1)C(C(C(O2)OC3C4COC(=O)C4C(C5=CC6=C(C=C35)OCO6)C7=CC(=C(C(=C7)OC)O)OC)O)O. Drug 2: C1C(C(OC1N2C=NC3=C(N=C(N=C32)Cl)N)CO)O. Cell line: ACHN. Synergy scores: CSS=50.3, Synergy_ZIP=-4.97, Synergy_Bliss=-2.47, Synergy_Loewe=-1.97, Synergy_HSA=0.864. (5) Drug 1: COC1=C(C=C2C(=C1)N=CN=C2NC3=CC(=C(C=C3)F)Cl)OCCCN4CCOCC4. Drug 2: CN(C)C1=NC(=NC(=N1)N(C)C)N(C)C. Cell line: UACC62. Synergy scores: CSS=22.5, Synergy_ZIP=1.55, Synergy_Bliss=4.31, Synergy_Loewe=-28.5, Synergy_HSA=3.67. (6) Drug 1: CC1=C(C(=CC=C1)Cl)NC(=O)C2=CN=C(S2)NC3=CC(=NC(=N3)C)N4CCN(CC4)CCO. Drug 2: CC1C(C(CC(O1)OC2CC(CC3=C2C(=C4C(=C3O)C(=O)C5=C(C4=O)C(=CC=C5)OC)O)(C(=O)CO)O)N)O.Cl. Cell line: MALME-3M. Synergy scores: CSS=28.3, Synergy_ZIP=-8.08, Synergy_Bliss=-0.931, Synergy_Loewe=-2.75, Synergy_HSA=-0.0445. (7) Drug 2: CCN(CC)CCCC(C)NC1=C2C=C(C=CC2=NC3=C1C=CC(=C3)Cl)OC. Synergy scores: CSS=3.36, Synergy_ZIP=-2.76, Synergy_Bliss=-2.68, Synergy_Loewe=-2.61, Synergy_HSA=-1.84. Cell line: UACC62. Drug 1: CN1C(=O)N2C=NC(=C2N=N1)C(=O)N. (8) Drug 1: CN(C)N=NC1=C(NC=N1)C(=O)N. Drug 2: C1=CN(C=N1)CC(O)(P(=O)(O)O)P(=O)(O)O. Cell line: CAKI-1. Synergy scores: CSS=4.68, Synergy_ZIP=-5.91, Synergy_Bliss=-8.25, Synergy_Loewe=-3.86, Synergy_HSA=-3.83. (9) Drug 1: COCCOC1=C(C=C2C(=C1)C(=NC=N2)NC3=CC=CC(=C3)C#C)OCCOC.Cl. Drug 2: N.N.Cl[Pt+2]Cl. Cell line: SF-539. Synergy scores: CSS=49.4, Synergy_ZIP=-0.261, Synergy_Bliss=0.811, Synergy_Loewe=-2.60, Synergy_HSA=-0.849. (10) Drug 1: C1=CC(=C2C(=C1NCCNCCO)C(=O)C3=C(C=CC(=C3C2=O)O)O)NCCNCCO. Drug 2: CC1C(C(CC(O1)OC2CC(CC3=C2C(=C4C(=C3O)C(=O)C5=CC=CC=C5C4=O)O)(C(=O)C)O)N)O. Cell line: SR. Synergy scores: CSS=53.9, Synergy_ZIP=-9.91, Synergy_Bliss=-16.7, Synergy_Loewe=-12.9, Synergy_HSA=-11.2.